This data is from Full USPTO retrosynthesis dataset with 1.9M reactions from patents (1976-2016). The task is: Predict the reactants needed to synthesize the given product. (1) Given the product [N+:15]([C:12]1[N:11]=[CH:10][C:9]([O:8][C:6]2[CH:5]=[CH:4][N:3]=[C:2]([NH:22][C:18](=[O:21])[CH2:19][CH3:20])[CH:7]=2)=[CH:14][CH:13]=1)([O-:17])=[O:16], predict the reactants needed to synthesize it. The reactants are: Cl[C:2]1[CH:7]=[C:6]([O:8][C:9]2[CH:10]=[N:11][C:12]([N+:15]([O-:17])=[O:16])=[CH:13][CH:14]=2)[CH:5]=[CH:4][N:3]=1.[C:18]([NH2:22])(=[O:21])[CH2:19][CH3:20].C([O-])([O-])=O.[Cs+].[Cs+]. (2) Given the product [Cl:13][C:10]1[CH:9]=[CH:8][C:7]([C:5]2[S:6][C:2]([NH:1][C:18]3[CH:19]=[CH:20][C:21]([C:24]([OH:27])([CH3:26])[CH3:25])=[CH:22][N:23]=3)=[C:3]([C:14]([NH2:16])=[O:15])[N:4]=2)=[CH:12][CH:11]=1, predict the reactants needed to synthesize it. The reactants are: [NH2:1][C:2]1[S:6][C:5]([C:7]2[CH:12]=[CH:11][C:10]([Cl:13])=[CH:9][CH:8]=2)=[N:4][C:3]=1[C:14]([NH2:16])=[O:15].Br[C:18]1[N:23]=[CH:22][C:21]([C:24]([OH:27])([CH3:26])[CH3:25])=[CH:20][CH:19]=1.CC(C1C=C(C(C)C)C(C2C=CC=CC=2P(C2CCCCC2)C2CCCCC2)=C(C(C)C)C=1)C.C(=O)([O-])[O-].[K+].[K+]. (3) Given the product [C:2]([C:7]1[S:8][C:9]([CH2:12][N:13]2[CH:17]=[C:16]([NH:18][C:29](=[O:30])/[CH:28]=[CH:27]/[C:24]3[CH:23]=[CH:22][C:21]([C:20]([F:32])([F:33])[F:19])=[CH:26][CH:25]=3)[CH:15]=[N:14]2)=[CH:10][N:11]=1)(=[O:6])[CH3:1], predict the reactants needed to synthesize it. The reactants are: [CH3:1][C:2]1([C:7]2[S:8][C:9]([CH2:12][N:13]3[CH:17]=[C:16]([NH2:18])[CH:15]=[N:14]3)=[CH:10][N:11]=2)[O:6]CCO1.[F:19][C:20]([F:33])([F:32])[C:21]1[CH:26]=[CH:25][C:24](/[CH:27]=[CH:28]/[C:29](O)=[O:30])=[CH:23][CH:22]=1. (4) Given the product [S:1]1[C:5]([C@H:6]([O:19][Si:20]([C:33]([CH3:36])([CH3:35])[CH3:34])([C:21]2[CH:22]=[CH:23][CH:24]=[CH:25][CH:26]=2)[C:27]2[CH:28]=[CH:29][CH:30]=[CH:31][CH:32]=2)[CH2:7][CH2:8][C@@H:9]2[C@@H:16]3[C@@H:12]([O:13][CH:14]([OH:17])[CH2:15]3)[CH2:11][C@H:10]2[OH:18])=[CH:4][C:3]2[CH:37]=[CH:38][CH:39]=[CH:40][C:2]1=2, predict the reactants needed to synthesize it. The reactants are: [S:1]1[C:5]([C@H:6]([O:19][Si:20]([C:33]([CH3:36])([CH3:35])[CH3:34])([C:27]2[CH:32]=[CH:31][CH:30]=[CH:29][CH:28]=2)[C:21]2[CH:26]=[CH:25][CH:24]=[CH:23][CH:22]=2)/[CH:7]=[CH:8]/[C@@H:9]2[C@@H:16]3[C@@H:12]([O:13][CH:14]([OH:17])[CH2:15]3)[CH2:11][C@H:10]2[OH:18])=[CH:4][C:3]2[CH:37]=[CH:38][CH:39]=[CH:40][C:2]1=2.[H][H]. (5) Given the product [Cl:29][C:17]1[CH:16]=[C:15]([NH:14][C:12]2[N:11]=[CH:10][N:9]=[C:8]3[NH:7][N:6]=[C:5]([O:4][CH2:3][CH2:2][N:30]4[CH2:35][CH2:34][O:33][CH2:32][CH2:31]4)[C:13]=23)[CH:20]=[CH:19][C:18]=1[O:21][C:22]1[CH:23]=[N:24][C:25]([CH3:28])=[CH:26][CH:27]=1, predict the reactants needed to synthesize it. The reactants are: Cl[CH2:2][CH2:3][O:4][C:5]1[C:13]2[C:8](=[N:9][CH:10]=[N:11][C:12]=2[NH:14][C:15]2[CH:20]=[CH:19][C:18]([O:21][C:22]3[CH:23]=[N:24][C:25]([CH3:28])=[CH:26][CH:27]=3)=[C:17]([Cl:29])[CH:16]=2)[NH:7][N:6]=1.[NH:30]1[CH2:35][CH2:34][O:33][CH2:32][CH2:31]1. (6) Given the product [CH2:1]([O:8][C:9]1[CH:10]=[C:11]([C:17]2[C:18]([CH3:24])([CH3:23])[C:19](=[O:20])[NH:27][N:28]=2)[CH:12]=[CH:13][C:14]=1[O:15][CH3:16])[C:2]1[CH:7]=[CH:6][CH:5]=[CH:4][CH:3]=1, predict the reactants needed to synthesize it. The reactants are: [CH2:1]([O:8][C:9]1[CH:10]=[C:11]([C:17](=O)[C:18]([CH3:24])([CH3:23])[C:19](OC)=[O:20])[CH:12]=[CH:13][C:14]=1[O:15][CH3:16])[C:2]1[CH:7]=[CH:6][CH:5]=[CH:4][CH:3]=1.O.[NH2:27][NH2:28]. (7) Given the product [CH2:22]1[C:23]2([CH2:27][CH2:26][CH2:25][N:24]2[C:12]([C:10]2[CH:9]=[CH:8][C:7]([N:15]3[CH2:18][C:17]([F:20])([F:19])[CH2:16]3)=[C:6]([O:5][CH2:4][CH:1]3[CH2:2][CH2:3]3)[N:11]=2)=[O:14])[CH2:21]1, predict the reactants needed to synthesize it. The reactants are: [CH:1]1([CH2:4][O:5][C:6]2[N:11]=[C:10]([C:12]([OH:14])=O)[CH:9]=[CH:8][C:7]=2[N:15]2[CH2:18][C:17]([F:20])([F:19])[CH2:16]2)[CH2:3][CH2:2]1.[CH2:21]1[C:23]2([CH2:27][CH2:26][CH2:25][NH:24]2)[CH2:22]1.CN(C(ON1N=NC2C=CC=CC1=2)=[N+](C)C)C.[B-](F)(F)(F)F.CCN(C(C)C)C(C)C. (8) Given the product [CH3:34][C:33]1[C:28]([C:13]2[CH:14]=[C:15]3[C:10](=[CH:11][CH:12]=2)[N:9]=[C:8]([NH2:26])[C:7]([N:4]2[CH2:3][CH2:2][O:1][CH2:6][CH2:5]2)=[CH:16]3)=[C:29]([C:35]2[CH:40]=[CH:39][CH:38]=[C:37]([C:41]([F:42])([F:43])[F:44])[CH:36]=2)[CH:30]=[CH:31][CH:32]=1, predict the reactants needed to synthesize it. The reactants are: [O:1]1[CH2:6][CH2:5][N:4]([C:7]2[C:8]([NH2:26])=[N:9][C:10]3[C:15]([CH:16]=2)=[CH:14][C:13](B2OC(C)(C)C(C)(C)O2)=[CH:12][CH:11]=3)[CH2:3][CH2:2]1.Br[C:28]1[C:33]([CH3:34])=[CH:32][CH:31]=[CH:30][C:29]=1[C:35]1[CH:40]=[CH:39][CH:38]=[C:37]([C:41]([F:44])([F:43])[F:42])[CH:36]=1.C1(P(C2CCCCC2)C2C=CC=CC=2C2C(C(C)C)=CC(C(C)C)=CC=2C(C)C)CCCCC1.P([O-])([O-])([O-])=O.[K+].[K+].[K+]. (9) Given the product [CH2:22]([O:21][C:19]([C:18]1[C:17]([CH3:24])=[N:1][C:2]2[C:3]([C:4]=1[NH2:5])=[C:6]([CH2:10][CH2:11][C:12]([CH3:15])([CH3:14])[CH3:13])[CH:7]=[CH:8][CH:9]=2)=[O:20])[CH3:23], predict the reactants needed to synthesize it. The reactants are: [NH2:1][C:2]1[CH:9]=[CH:8][CH:7]=[C:6]([CH2:10][CH2:11][C:12]([CH3:15])([CH3:14])[CH3:13])[C:3]=1[C:4]#[N:5].O=[C:17]([CH3:24])[CH2:18][C:19]([O:21][CH2:22][CH3:23])=[O:20]. (10) Given the product [Br:18][C:6]1[C:5]2[C:10](=[CH:11][C:12]([O:13][CH3:14])=[C:3]([O:2][CH3:1])[CH:4]=2)[N:9]=[CH:8][CH:7]=1, predict the reactants needed to synthesize it. The reactants are: [CH3:1][O:2][C:3]1[CH:4]=[C:5]2[C:10](=[CH:11][C:12]=1[O:13][CH3:14])[NH:9][C:8](=O)[CH:7]=[CH:6]2.P(Br)(Br)([Br:18])=O.O.